From a dataset of Full USPTO retrosynthesis dataset with 1.9M reactions from patents (1976-2016). Predict the reactants needed to synthesize the given product. (1) The reactants are: [Br:1][C:2]1[C:3](=[O:28])[N:4]([CH2:19][C:20]2[CH:25]=[CH:24][N:23]=[C:22]([S:26][CH3:27])[N:21]=2)[C:5]([CH3:18])=[CH:6][C:7]=1[O:8][CH2:9][C:10]1[CH:15]=[CH:14][C:13]([F:16])=[CH:12][C:11]=1[F:17].[OH2:29].[OH2:30].O.O.O.O.C(O[O-])(=O)C1C(=CC=CC=1)C([O-])=O.[Mg+2].O. Given the product [Br:1][C:2]1[C:3](=[O:28])[N:4]([CH2:19][C:20]2[CH:25]=[CH:24][N:23]=[C:22]([S:26]([CH3:27])(=[O:30])=[O:29])[N:21]=2)[C:5]([CH3:18])=[CH:6][C:7]=1[O:8][CH2:9][C:10]1[CH:15]=[CH:14][C:13]([F:16])=[CH:12][C:11]=1[F:17], predict the reactants needed to synthesize it. (2) Given the product [CH3:21][S:22]([N:11]1[CH2:12][CH2:13][NH:8][CH2:9][C@@H:10]1[CH3:14])(=[O:24])=[O:23], predict the reactants needed to synthesize it. The reactants are: C(OC([N:8]1[CH2:13][CH2:12][NH:11][C@@H:10]([CH3:14])[CH2:9]1)=O)(C)(C)C.N1C=CC=CC=1.[CH3:21][S:22](Cl)(=[O:24])=[O:23]. (3) Given the product [CH2:1]([CH:4]1[CH2:9][CH2:8][CH:7]([S:10][O:11][CH2:16][O:18][S:10][CH:7]2[CH2:8][CH2:9][CH:4]([CH2:1][CH2:2][CH3:3])[CH2:5][CH2:6]2)[CH2:6][CH2:5]1)[CH2:2][CH3:3], predict the reactants needed to synthesize it. The reactants are: [CH2:1]([CH:4]1[CH2:9][CH2:8][CH:7]([SH:10])[CH2:6][CH2:5]1)[CH2:2][CH3:3].[OH-:11].[Na+].ClCCl.[CH2:16]([OH:18])C. (4) Given the product [CH3:45][O:44][C:42](=[O:43])[NH:41][C@@H:27]([CH:28]([C:35]1[CH:40]=[CH:39][CH:38]=[CH:37][CH:36]=1)[C:29]1[CH:34]=[CH:33][CH:32]=[CH:31][CH:30]=1)[C:26]([NH:25][C@@H:3]([C:2]([F:1])([F:47])[F:48])[CH2:4][CH2:5][CH2:6][C@H:7]([N:11]([S:15]([C:18]1[CH:19]=[CH:20][C:21]([NH2:24])=[CH:22][CH:23]=1)(=[O:17])=[O:16])[CH2:12][CH2:13][CH3:14])[CH2:8][OH:9])=[O:46], predict the reactants needed to synthesize it. The reactants are: [F:1][C:2]([F:48])([F:47])[CH:3]([NH:25][C:26](=[O:46])[C@@H:27]([NH:41][C:42]([O:44][CH3:45])=[O:43])[CH:28]([C:35]1[CH:40]=[CH:39][CH:38]=[CH:37][CH:36]=1)[C:29]1[CH:34]=[CH:33][CH:32]=[CH:31][CH:30]=1)[CH2:4][CH2:5][CH2:6][CH:7]([N:11]([S:15]([C:18]1[CH:23]=[CH:22][C:21]([NH2:24])=[CH:20][CH:19]=1)(=[O:17])=[O:16])[CH2:12][CH2:13][CH3:14])[C:8]([O-])=[O:9].[Li+].[BH4-]. (5) Given the product [S:6]([O-:10])([O-:9])(=[O:8])=[O:7].[Cu+2:11].[O:13]=[C:14]1[O:20][C@H:19]([C@H:21]([CH2:23][OH:24])[OH:22])[C:17]([OH:18])=[C:15]1[OH:16].[N:50]([C:26]1[CH:27]=[C:28]([C@:32]23[CH2:41][CH2:40][O:39][CH2:38][CH:37]2[CH2:36][S:35][C:34]([NH:42][C:43](=[O:49])[O:44][C:45]([CH3:48])([CH3:47])[CH3:46])=[N:33]3)[CH:29]=[CH:30][CH:31]=1)=[N+:51]=[N-:52], predict the reactants needed to synthesize it. The reactants are: O.O.O.O.O.[S:6]([O-:10])([O-:9])(=[O:8])=[O:7].[Cu+2:11].[Na].[O:13]=[C:14]1[O:20][C@H:19]([C@H:21]([CH2:23][OH:24])[OH:22])[C:17]([OH:18])=[C:15]1[OH:16].Br[C:26]1[CH:27]=[C:28]([C@:32]23[CH2:41][CH2:40][O:39][CH2:38][CH:37]2[CH2:36][S:35][C:34]([NH:42][C:43](=[O:49])[O:44][C:45]([CH3:48])([CH3:47])[CH3:46])=[N:33]3)[CH:29]=[CH:30][CH:31]=1.[N-:50]=[N+:51]=[N-:52].[Na+].C1(N)CCCCC1N. (6) Given the product [CH2:1]([O:3][C:4]([C:6]1([NH:11][C:12]([CH:14]2[CH2:18][CH:17]([O:19][C:20]3[C:29]4[C:24](=[CH:25][C:26]([O:30][CH3:31])=[CH:27][CH:28]=4)[N:23]=[C:22]([C:32]4[CH:33]=[CH:34][CH:35]=[CH:36][CH:37]=4)[CH:21]=3)[CH2:16][N:15]2[C:38](=[O:39])[NH:49][CH2:43][CH3:44])=[O:13])[CH2:8][CH:7]1[CH:9]=[CH2:10])=[O:5])[CH3:2], predict the reactants needed to synthesize it. The reactants are: [CH2:1]([O:3][C:4]([C:6]1([NH:11][C:12]([CH:14]2[CH2:18][CH:17]([O:19][C:20]3[C:29]4[C:24](=[CH:25][C:26]([O:30][CH3:31])=[CH:27][CH:28]=4)[N:23]=[C:22]([C:32]4[CH:37]=[CH:36][CH:35]=[CH:34][CH:33]=4)[CH:21]=3)[CH2:16][NH:15]2)=[O:13])[CH2:8][CH:7]1[CH:9]=[CH2:10])=[O:5])[CH3:2].[C:38](Cl)(Cl)=[O:39].Cl.[CH2:43]([NH2:49])[CH2:44]CCC=C. (7) The reactants are: [Si:1]([O:8][CH2:9][CH2:10][N:11]1[C:15]([C:16](OCC)=[O:17])=[CH:14][C:13]([C:21](OCC)=[O:22])=[N:12]1)([C:4]([CH3:7])([CH3:6])[CH3:5])([CH3:3])[CH3:2].[H-].C([Al+]CC(C)C)C(C)C. Given the product [Si:1]([O:8][CH2:9][CH2:10][N:11]1[C:15]([CH2:16][OH:17])=[CH:14][C:13]([CH2:21][OH:22])=[N:12]1)([C:4]([CH3:7])([CH3:5])[CH3:6])([CH3:3])[CH3:2], predict the reactants needed to synthesize it. (8) Given the product [CH3:33][O:35][C:2]1[CH:7]=[CH:6][C:5]([C:8]2[O:9][CH:10]=[C:11]([CH2:13][O:14][C@@H:15]3[CH2:20][CH2:19][CH2:18][C@H:17]([O:21][CH2:22][C:23]4[CH:31]=[CH:30][CH:29]=[C:28]([CH3:32])[C:24]=4[C:25]([OH:27])=[O:26])[CH2:16]3)[N:12]=2)=[CH:4][CH:3]=1, predict the reactants needed to synthesize it. The reactants are: F[C:2]1[CH:7]=[CH:6][C:5]([C:8]2[O:9][CH:10]=[C:11]([CH2:13][O:14][C@@H:15]3[CH2:20][CH2:19][CH2:18][C@H:17]([O:21][CH2:22][C:23]4[CH:31]=[CH:30][CH:29]=[C:28]([CH3:32])[C:24]=4[C:25]([OH:27])=[O:26])[CH2:16]3)[N:12]=2)=[CH:4][CH:3]=1.[C:33](OCC)(=[O:35])C.Cl.